Task: Regression. Given two drug SMILES strings and cell line genomic features, predict the synergy score measuring deviation from expected non-interaction effect.. Dataset: Merck oncology drug combination screen with 23,052 pairs across 39 cell lines (1) Drug 1: CN1C(=O)C=CC2(C)C3CCC4(C)C(NC(=O)OCC(F)(F)F)CCC4C3CCC12. Drug 2: C=CCn1c(=O)c2cnc(Nc3ccc(N4CCN(C)CC4)cc3)nc2n1-c1cccc(C(C)(C)O)n1. Cell line: OV90. Synergy scores: synergy=-6.36. (2) Synergy scores: synergy=7.57. Drug 1: CC(C)CC(NC(=O)C(Cc1ccccc1)NC(=O)c1cnccn1)B(O)O. Drug 2: CCC1(O)C(=O)OCc2c1cc1n(c2=O)Cc2cc3c(CN(C)C)c(O)ccc3nc2-1. Cell line: KPL1. (3) Drug 1: CN(C)C(=N)N=C(N)N. Drug 2: NC1(c2ccc(-c3nc4ccn5c(=O)[nH]nc5c4cc3-c3ccccc3)cc2)CCC1. Cell line: UWB1289BRCA1. Synergy scores: synergy=-7.80. (4) Drug 1: C=CCn1c(=O)c2cnc(Nc3ccc(N4CCN(C)CC4)cc3)nc2n1-c1cccc(C(C)(C)O)n1. Drug 2: CCc1cnn2c(NCc3ccc[n+]([O-])c3)cc(N3CCCCC3CCO)nc12. Cell line: A2780. Synergy scores: synergy=-4.94. (5) Drug 1: CN1C(=O)C=CC2(C)C3CCC4(C)C(NC(=O)OCC(F)(F)F)CCC4C3CCC12. Drug 2: Cn1nnc2c(C(N)=O)ncn2c1=O. Cell line: KPL1. Synergy scores: synergy=-12.1. (6) Drug 1: O=P1(N(CCCl)CCCl)NCCCO1. Drug 2: CCN(CC)CCNC(=O)c1c(C)[nH]c(C=C2C(=O)Nc3ccc(F)cc32)c1C. Cell line: UACC62. Synergy scores: synergy=5.72. (7) Drug 1: CC1CC2C3CCC4=CC(=O)C=CC4(C)C3(F)C(O)CC2(C)C1(O)C(=O)CO. Drug 2: Cc1nc(Nc2ncc(C(=O)Nc3c(C)cccc3Cl)s2)cc(N2CCN(CCO)CC2)n1. Cell line: A375. Synergy scores: synergy=38.5. (8) Drug 1: CC(C)CC(NC(=O)C(Cc1ccccc1)NC(=O)c1cnccn1)B(O)O. Drug 2: COC1CC2CCC(C)C(O)(O2)C(=O)C(=O)N2CCCCC2C(=O)OC(C(C)CC2CCC(OP(C)(C)=O)C(OC)C2)CC(=O)C(C)C=C(C)C(O)C(OC)C(=O)C(C)CC(C)C=CC=CC=C1C. Cell line: HT29. Synergy scores: synergy=-16.9. (9) Drug 1: NC1(c2ccc(-c3nc4ccn5c(=O)[nH]nc5c4cc3-c3ccccc3)cc2)CCC1. Drug 2: CCc1cnn2c(NCc3ccc[n+]([O-])c3)cc(N3CCCCC3CCO)nc12. Cell line: EFM192B. Synergy scores: synergy=-9.49. (10) Drug 1: O=C(CCCCCCC(=O)Nc1ccccc1)NO. Drug 2: CC1(c2nc3c(C(N)=O)cccc3[nH]2)CCCN1. Cell line: ZR751. Synergy scores: synergy=1.71.